From a dataset of Catalyst prediction with 721,799 reactions and 888 catalyst types from USPTO. Predict which catalyst facilitates the given reaction. (1) Reactant: [OH-].[Na+].C[O:4][C:5](=[O:36])[C@@H:6]([NH2:35])[CH2:7][S:8][CH2:9][C:10]1[CH:15]=[CH:14][C:13]([C:16]2[CH:21]=[CH:20][C:19]([C:22]3[C:27]4[O:28][C:29]5[CH:34]=[CH:33][CH:32]=[CH:31][C:30]=5[C:26]=4[CH:25]=[CH:24][CH:23]=3)=[CH:18][CH:17]=2)=[CH:12][CH:11]=1.Cl. Product: [NH2:35][C@@H:6]([CH2:7][S:8][CH2:9][C:10]1[CH:15]=[CH:14][C:13]([C:16]2[CH:17]=[CH:18][C:19]([C:22]3[C:27]4[O:28][C:29]5[CH:34]=[CH:33][CH:32]=[CH:31][C:30]=5[C:26]=4[CH:25]=[CH:24][CH:23]=3)=[CH:20][CH:21]=2)=[CH:12][CH:11]=1)[C:5]([OH:36])=[O:4]. The catalyst class is: 83. (2) Reactant: [C:1]([OH:6])(=O)[C:2]([CH3:4])=[O:3].[Br:7][C:8]1[CH:13]=[C:12]([NH2:14])[CH:11]=[CH:10][N:9]=1. Product: [Br:7][C:8]1[CH:13]=[C:12]([NH:14][C:1](=[O:6])[C:2](=[O:3])[CH3:4])[CH:11]=[CH:10][N:9]=1. The catalyst class is: 300. (3) Reactant: Br[CH2:2][C:3]([O:5][C:6]([CH3:9])([CH3:8])[CH3:7])=[O:4].[CH3:10][O:11][CH2:12][CH2:13][NH:14][CH2:15][C:16]1[CH:23]=[CH:22][C:19]([C:20]#[N:21])=[CH:18][CH:17]=1.C([O-])([O-])=O.[K+].[K+]. Product: [C:20]([C:19]1[CH:22]=[CH:23][C:16]([CH2:15][N:14]([CH2:13][CH2:12][O:11][CH3:10])[CH2:2][C:3]([O:5][C:6]([CH3:9])([CH3:8])[CH3:7])=[O:4])=[CH:17][CH:18]=1)#[N:21]. The catalyst class is: 290. (4) Reactant: C1COCC1.[C:6]1([C@H:16]([N:18]([CH2:26][C@@H:27]2[C@@H:31]([C:32]3[CH:37]=[CH:36][CH:35]=[CH:34][CH:33]=3)[CH2:30][NH:29][CH2:28]2)[C:19](=[O:25])[O:20][C:21]([CH3:24])([CH3:23])[CH3:22])[CH3:17])[C:15]2[C:10](=[CH:11][CH:12]=[CH:13][CH:14]=2)[CH:9]=[CH:8][CH:7]=1.[CH:38]1[N:42]=[CH:41][N:40]([C:43](N2C=NC=C2)=[O:44])[CH:39]=1. Product: [N:40]1([C:43]([N:29]2[CH2:30][C@H:31]([C:32]3[CH:33]=[CH:34][CH:35]=[CH:36][CH:37]=3)[C@@H:27]([CH2:26][N:18]([C@@H:16]([C:6]3[C:15]4[C:10](=[CH:11][CH:12]=[CH:13][CH:14]=4)[CH:9]=[CH:8][CH:7]=3)[CH3:17])[C:19](=[O:25])[O:20][C:21]([CH3:23])([CH3:24])[CH3:22])[CH2:28]2)=[O:44])[CH:39]=[CH:38][N:42]=[CH:41]1. The catalyst class is: 66. (5) Reactant: FC(F)(F)C([O-])=O.C[Si](C#N)(C)C.[NH2:14][C:15]1[CH:23]=[CH:22][C:18]2[N:19]=[CH:20][NH:21][C:17]=2[CH:16]=1.CN(C)C[CH2:27][CH2:28][O:29][C:30]1[CH:37]=[CH:36][C:33]([CH:34]=O)=[CH:32][CH:31]=1.[CH2:39]([N:41](CC)[CH2:42]C)C.[C:46](N1C=CN=C1)([N:48]1C=CN=[CH:49]1)=[O:47]. Product: [CH3:39][N:41]([CH3:42])[CH2:27][CH2:28][O:29][C:30]1[CH:31]=[CH:32][C:33]([C@@H:34]2[N:14]([C:15]3[CH:23]=[CH:22][C:18]4[NH:19][CH:20]=[N:21][C:17]=4[CH:16]=3)[C:46](=[O:47])[NH:48][CH2:49]2)=[CH:36][CH:37]=1. The catalyst class is: 45. (6) Reactant: [O:1]1[CH2:6][CH2:5][CH:4]([CH:7](OS(C)(=O)=O)[CH3:8])[CH2:3][CH2:2]1.[N-:14]=[N+:15]=[N-:16].[Na+].O. Product: [N:14]([CH:7]([CH:4]1[CH2:5][CH2:6][O:1][CH2:2][CH2:3]1)[CH3:8])=[N+:15]=[N-:16]. The catalyst class is: 3. (7) Reactant: [CH3:1][O:2][C:3]([CH:5]1[N:10]([C:11]2[CH:16]=[CH:15][C:14]([Cl:17])=[CH:13][CH:12]=2)[CH2:9][CH2:8][N:7](C(OC(C)(C)C)=O)[CH2:6]1)=[O:4].FC(F)(F)C(O)=O. Product: [CH3:1][O:2][C:3]([CH:5]1[CH2:6][NH:7][CH2:8][CH2:9][N:10]1[C:11]1[CH:16]=[CH:15][C:14]([Cl:17])=[CH:13][CH:12]=1)=[O:4]. The catalyst class is: 4. (8) Reactant: CC([N:5]([C@H:9]1[CH2:14][CH2:13][CH2:12][CH2:11][C@H:10]1[CH2:15][OH:16])[C:6](=[O:8])[O-:7])(C)C.Cl.N[C@H:19]1CC[C@H](C2C=CC=CC=2)[CH2:21][C@H:20]1[CH2:31]O.C(N(CC)CC)C. Product: [OH:16][CH2:15][C@@H:10]1[CH2:11][CH2:12][CH2:13][CH2:14][C@@H:9]1[NH:5][C:6](=[O:8])[O:7][C:20]([CH3:31])([CH3:21])[CH3:19]. The catalyst class is: 5. (9) Reactant: [C:1](O)(=O)C.C=O.[Na].[Cl:8][C:9]1[CH:10]=[C:11]([C:16]23[CH:21]([CH2:22][O:23][CH2:24][CH3:25])[CH:20]2[CH2:19][NH:18][CH2:17]3)[CH:12]=[CH:13][C:14]=1[Cl:15]. Product: [Cl:8][C:9]1[CH:10]=[C:11]([C:16]23[CH:21]([CH2:22][O:23][CH2:24][CH3:25])[CH:20]2[CH2:19][N:18]([CH3:1])[CH2:17]3)[CH:12]=[CH:13][C:14]=1[Cl:15]. The catalyst class is: 5. (10) Reactant: C([O:3][C:4]([C:6]1[C:11]([C:12]2[CH:17]=[C:16]([F:18])[CH:15]=[CH:14][C:13]=2[F:19])=[CH:10][CH:9]=[CH:8][N:7]=1)=O)C.[BH4-].[Na+].[Cl-].[Cl-].[Ca+2]. Product: [F:19][C:13]1[CH:14]=[CH:15][C:16]([F:18])=[CH:17][C:12]=1[C:11]1[C:6]([CH2:4][OH:3])=[N:7][CH:8]=[CH:9][CH:10]=1. The catalyst class is: 14.